From a dataset of Forward reaction prediction with 1.9M reactions from USPTO patents (1976-2016). Predict the product of the given reaction. Given the reactants [C:1]([O:5][C:6](=[O:14])[NH:7][C:8]1[CH:9]=[N:10][CH:11]=[CH:12][CH:13]=1)([CH3:4])([CH3:3])[CH3:2].CN(C)CCN(C)C.C([Li])CCC.[C:28](=[O:30])=[O:29], predict the reaction product. The product is: [C:1]([O:5][C:6]([NH:7][C:8]1[CH:9]=[N:10][CH:11]=[CH:12][C:13]=1[C:28]([OH:30])=[O:29])=[O:14])([CH3:4])([CH3:2])[CH3:3].